This data is from NCI-60 drug combinations with 297,098 pairs across 59 cell lines. The task is: Regression. Given two drug SMILES strings and cell line genomic features, predict the synergy score measuring deviation from expected non-interaction effect. (1) Synergy scores: CSS=60.9, Synergy_ZIP=11.0, Synergy_Bliss=11.4, Synergy_Loewe=6.65, Synergy_HSA=15.6. Cell line: SNB-19. Drug 1: C1=CC(=C2C(=C1NCCNCCO)C(=O)C3=C(C=CC(=C3C2=O)O)O)NCCNCCO. Drug 2: CC1C(C(CC(O1)OC2CC(CC3=C2C(=C4C(=C3O)C(=O)C5=C(C4=O)C(=CC=C5)OC)O)(C(=O)C)O)N)O.Cl. (2) Drug 1: CS(=O)(=O)C1=CC(=C(C=C1)C(=O)NC2=CC(=C(C=C2)Cl)C3=CC=CC=N3)Cl. Drug 2: COC1=C(C=C2C(=C1)N=CN=C2NC3=CC(=C(C=C3)F)Cl)OCCCN4CCOCC4. Cell line: KM12. Synergy scores: CSS=19.7, Synergy_ZIP=-13.2, Synergy_Bliss=-11.0, Synergy_Loewe=-8.81, Synergy_HSA=-6.20. (3) Drug 1: CC(CN1CC(=O)NC(=O)C1)N2CC(=O)NC(=O)C2. Drug 2: CC1=CC=C(C=C1)C2=CC(=NN2C3=CC=C(C=C3)S(=O)(=O)N)C(F)(F)F. Cell line: OVCAR-8. Synergy scores: CSS=17.2, Synergy_ZIP=-4.63, Synergy_Bliss=-3.28, Synergy_Loewe=-2.20, Synergy_HSA=-1.82. (4) Drug 1: CCC1=CC2CC(C3=C(CN(C2)C1)C4=CC=CC=C4N3)(C5=C(C=C6C(=C5)C78CCN9C7C(C=CC9)(C(C(C8N6C)(C(=O)OC)O)OC(=O)C)CC)OC)C(=O)OC.C(C(C(=O)O)O)(C(=O)O)O. Drug 2: C1=NNC2=C1C(=O)NC=N2. Cell line: NCI-H522. Synergy scores: CSS=47.6, Synergy_ZIP=1.46, Synergy_Bliss=2.05, Synergy_Loewe=-9.37, Synergy_HSA=4.22. (5) Drug 1: C1CCC(C1)C(CC#N)N2C=C(C=N2)C3=C4C=CNC4=NC=N3. Drug 2: C1=CC(=C2C(=C1NCCNCCO)C(=O)C3=C(C=CC(=C3C2=O)O)O)NCCNCCO. Cell line: NCI-H460. Synergy scores: CSS=54.4, Synergy_ZIP=7.85, Synergy_Bliss=6.82, Synergy_Loewe=-24.2, Synergy_HSA=6.79. (6) Drug 1: CC1=CC=C(C=C1)C2=CC(=NN2C3=CC=C(C=C3)S(=O)(=O)N)C(F)(F)F. Drug 2: CC1=C2C(C(=O)C3(C(CC4C(C3C(C(C2(C)C)(CC1OC(=O)C(C(C5=CC=CC=C5)NC(=O)C6=CC=CC=C6)O)O)OC(=O)C7=CC=CC=C7)(CO4)OC(=O)C)O)C)OC(=O)C. Cell line: U251. Synergy scores: CSS=40.0, Synergy_ZIP=14.5, Synergy_Bliss=12.3, Synergy_Loewe=-32.9, Synergy_HSA=12.8.